From a dataset of Reaction yield outcomes from USPTO patents with 853,638 reactions. Predict the reaction yield, written as a fraction of the theoretical maximum amount of product (1.0 means a 100% yield; for example, 0.34 means a 34% yield). (1) The reactants are [CH:1]([C:4]1[S:5][CH:6]=[C:7](/[CH:9]=[CH:10]/[C:11]2[C:12]([O:22]COC)=[N:13][N:14]([C:16]3[CH:21]=[CH:20][CH:19]=[CH:18][CH:17]=3)[CH:15]=2)[N:8]=1)([CH3:3])[CH3:2].[ClH:26]. The catalyst is CO. The product is [ClH:26].[CH:1]([C:4]1[S:5][CH:6]=[C:7](/[CH:9]=[CH:10]/[C:11]2[C:12]([OH:22])=[N:13][N:14]([C:16]3[CH:17]=[CH:18][CH:19]=[CH:20][CH:21]=3)[CH:15]=2)[N:8]=1)([CH3:3])[CH3:2]. The yield is 0.990. (2) The reactants are [CH3:1][O:2][C:3]1[CH:11]=[C:10]2[C:6]([CH:7]=[CH:8][NH:9]2)=[CH:5][CH:4]=1.ClS([N:16]=[C:17]=O)(=O)=O. The catalyst is CN(C=O)C. The product is [CH3:1][O:2][C:3]1[CH:11]=[C:10]2[C:6]([C:7]([C:17]#[N:16])=[CH:8][NH:9]2)=[CH:5][CH:4]=1. The yield is 0.850.